Dataset: Full USPTO retrosynthesis dataset with 1.9M reactions from patents (1976-2016). Task: Predict the reactants needed to synthesize the given product. (1) Given the product [Cl:23][C:24]1[N:25]=[C:26]([C:44]#[CH:45])[N:27]([C:37]2[CH:42]=[CH:41][CH:40]=[C:39]([F:43])[CH:38]=2)[C:28]=1[C:29]1[C:34]([F:35])=[CH:33][CH:32]=[CH:31][C:30]=1[F:36], predict the reactants needed to synthesize it. The reactants are: BrC1N(C2C=CC=C(F)C=2)C(C2C(F)=CC=CC=2F)=C(Cl)N=1.[Cl:23][C:24]1[N:25]=[C:26]([C:44]#[C:45][Si](C)(C)C)[N:27]([C:37]2[CH:42]=[CH:41][CH:40]=[C:39]([F:43])[CH:38]=2)[C:28]=1[C:29]1[C:34]([F:35])=[CH:33][CH:32]=[CH:31][C:30]=1[F:36].[OH-].[Na+].CO. (2) Given the product [CH2:26]([CH:30]1[CH2:31][CH2:32][N:33]([CH2:36][CH2:37][NH:38][C:13](=[O:17])[C:14]([C:6]2[C:7]3[C:12](=[CH:11][CH:10]=[CH:9][CH:8]=3)[N:4]([CH:1]([CH3:3])[CH3:2])[CH:5]=2)=[O:15])[CH2:34][CH2:35]1)[CH2:27][CH2:28][CH3:29], predict the reactants needed to synthesize it. The reactants are: [CH:1]([N:4]1[C:12]2[C:7](=[CH:8][CH:9]=[CH:10][CH:11]=2)[CH:6]=[CH:5]1)([CH3:3])[CH3:2].[C:13](Cl)(=[O:17])[C:14](Cl)=[O:15].C(N(CC)CC)C.[CH2:26]([CH:30]1[CH2:35][CH2:34][N:33]([CH2:36][CH2:37][NH2:38])[CH2:32][CH2:31]1)[CH2:27][CH2:28][CH3:29]. (3) Given the product [CH3:26][O:27][C:28]1[CH:33]=[CH:32][CH:31]=[CH:30][C:29]=1[CH:34]1[C:42]([CH3:44])([CH3:43])[C:41]2[C:36](=[CH:37][CH:38]=[C:39]([C:7]3[CH2:8][CH2:9][N:10]([CH2:13][CH2:14][N:15]([CH3:16])[C:17](=[O:18])[O:19][C:20]([CH3:23])([CH3:22])[CH3:21])[CH2:11][CH:12]=3)[CH:40]=2)[NH:35]1, predict the reactants needed to synthesize it. The reactants are: FC(F)(F)S(O[C:7]1[CH2:8][CH2:9][N:10]([CH2:13][CH2:14][N:15]([C:17]([O:19][C:20]([CH3:23])([CH3:22])[CH3:21])=[O:18])[CH3:16])[CH2:11][CH:12]=1)(=O)=O.[CH3:26][O:27][C:28]1[CH:33]=[CH:32][CH:31]=[CH:30][C:29]=1[CH:34]1[C:42]([CH3:44])([CH3:43])[C:41]2[C:36](=[CH:37][CH:38]=[C:39](B3OC(C)(C)C(C)(C)O3)[CH:40]=2)[NH:35]1.C(=O)([O-])[O-].[Cs+].[Cs+]. (4) Given the product [C:16]([C:15]1[CH:14]=[CH:13][C:12]([C:7]2[C:6]3[CH2:5][CH2:4][CH2:3][CH:2]([NH:1][C:20](=[O:23])[CH2:21][CH3:22])[C:11]=3[CH:10]=[N:9][CH:8]=2)=[CH:19][CH:18]=1)#[N:17], predict the reactants needed to synthesize it. The reactants are: [NH2:1][CH:2]1[C:11]2[CH:10]=[N:9][CH:8]=[C:7]([C:12]3[CH:19]=[CH:18][C:15]([C:16]#[N:17])=[CH:14][CH:13]=3)[C:6]=2[CH2:5][CH2:4][CH2:3]1.[C:20](O)(=[O:23])[CH2:21][CH3:22].CCN=C=NCCCN(C)C.OP([O-])(O)=O.[K+]. (5) Given the product [Br:17][C:15]1[CH:16]=[C:11]([CH:12]=[C:13]([Br:18])[CH:14]=1)[O:10][CH2:9][CH2:8][CH2:7][CH2:6][NH2:5], predict the reactants needed to synthesize it. The reactants are: C1(=O)[N:5]([CH2:6][CH2:7][CH2:8][CH2:9][O:10][C:11]2[CH:16]=[C:15]([Br:17])[CH:14]=[C:13]([Br:18])[CH:12]=2)C(=O)C2=CC=CC=C12.O.NN.Cl. (6) Given the product [OH:37][C:32]1[CH:33]=[CH:34][CH:35]=[CH:36][C:31]=1[CH2:30][O:29][CH2:28][CH2:27][CH2:26][O:25][C:22]1[CH:23]=[CH:24][C:19]([CH:18]2[CH2:17][CH2:16][N:15]([C:46]([O:48][C:2]([CH3:11])([CH3:3])[CH3:1])=[O:47])[CH2:14][CH:13]2[O:12][CH2:11][C:2]2[CH:3]=[CH:4][C:5]3[C:10](=[CH:9][CH:8]=[CH:7][CH:6]=3)[CH:1]=2)=[CH:20][CH:21]=1, predict the reactants needed to synthesize it. The reactants are: [CH:1]1[C:10]2[C:5](=[CH:6][CH:7]=[CH:8][CH:9]=2)[CH:4]=[CH:3][C:2]=1[CH2:11][O:12][CH:13]1[CH:18]([C:19]2[CH:24]=[CH:23][C:22]([O:25][CH2:26][CH2:27][CH2:28][O:29][CH2:30][C:31]3[CH:36]=[CH:35][CH:34]=[CH:33][C:32]=3[O:37]COCC[Si](C)(C)C)=[CH:21][CH:20]=2)[CH2:17][CH2:16][N:15]([C:46]([O-:48])=[O:47])[CH2:14]1.Cl.C(Cl)Cl.